From a dataset of Full USPTO retrosynthesis dataset with 1.9M reactions from patents (1976-2016). Predict the reactants needed to synthesize the given product. (1) Given the product [I:1][C:2]1[CH:7]=[CH:6][C:5]([NH:8][N:9]=[CH:13][C:12]2[CH:15]=[CH:16][C:17]([OH:19])=[CH:18][C:11]=2[OH:10])=[CH:4][CH:3]=1, predict the reactants needed to synthesize it. The reactants are: [I:1][C:2]1[CH:7]=[CH:6][C:5]([NH:8][NH2:9])=[CH:4][CH:3]=1.[OH:10][C:11]1[CH:18]=[C:17]([OH:19])[CH:16]=[CH:15][C:12]=1[CH:13]=O. (2) Given the product [CH2:1]([O:3][C:4]1[CH:9]=[CH:8][C:7]([C:10]2[CH:11]=[C:12]([C:13]([F:16])([F:15])[F:14])[N:25]3[N:26]=[CH:27][C:28]([C:29]4[CH:34]=[CH:33][N:32]=[CH:31][CH:30]=4)=[C:24]3[N:23]=2)=[CH:6][C:5]=1[C:19]([F:22])([F:21])[F:20])[CH3:2], predict the reactants needed to synthesize it. The reactants are: [CH2:1]([O:3][C:4]1[CH:9]=[CH:8][C:7]([C:10](=O)[CH2:11][C:12](=O)[C:13]([F:16])([F:15])[F:14])=[CH:6][C:5]=1[C:19]([F:22])([F:21])[F:20])[CH3:2].[NH2:23][C:24]1[C:28]([C:29]2[CH:34]=[CH:33][N:32]=[CH:31][CH:30]=2)=[CH:27][NH:26][N:25]=1. (3) Given the product [CH3:1][O:2][C:3]1[C:12]([NH:13][C:14]([N:32]2[CH2:31][CH2:30][N:29]([C:24]3[CH:25]=[CH:26][CH:27]=[CH:28][C:23]=3[C:21]#[N:22])[CH2:34][CH2:33]2)=[O:18])=[N:11][C:10]2[C:5](=[CH:6][CH:7]=[C:8]([O:19][CH3:20])[CH:9]=2)[N:4]=1, predict the reactants needed to synthesize it. The reactants are: [CH3:1][O:2][C:3]1[C:12]([NH:13][C:14](=[O:18])OCC)=[N:11][C:10]2[C:5](=[CH:6][CH:7]=[C:8]([O:19][CH3:20])[CH:9]=2)[N:4]=1.[C:21]([C:23]1[CH:28]=[CH:27][CH:26]=[CH:25][C:24]=1[N:29]1[CH2:34][CH2:33][NH:32][CH2:31][CH2:30]1)#[N:22]. (4) Given the product [C:18]1([C:22]2[CH:27]=[CH:26][CH:25]=[CH:24][CH:23]=2)[CH:19]=[CH:20][CH:21]=[C:16]([C:13]2[C:14]([F:15])=[C:9]([OH:8])[C:10](=[O:29])[N:11]([CH3:28])[CH:12]=2)[CH:17]=1, predict the reactants needed to synthesize it. The reactants are: C([O:8][C:9]1[C:10](=[O:29])[N:11]([CH3:28])[CH:12]=[C:13]([C:16]2[CH:17]=[C:18]([C:22]3[CH:27]=[CH:26][CH:25]=[CH:24][CH:23]=3)[CH:19]=[CH:20][CH:21]=2)[C:14]=1[F:15])C1C=CC=CC=1.C(S)C.B(F)(F)F.CCOCC. (5) Given the product [F:33][C:32]([F:35])([F:34])[C:28]1[CH:27]=[C:26]([N:10]2[C:9](=[O:24])[C:8]([C:5]3[CH:6]=[CH:7][C:2]([Cl:1])=[CH:3][CH:4]=3)=[C:13]([C:14]3[CH:19]=[CH:18][C:17]([S:20]([CH3:23])(=[O:22])=[O:21])=[CH:16][CH:15]=3)[CH:12]=[N:11]2)[CH:31]=[CH:30][CH:29]=1, predict the reactants needed to synthesize it. The reactants are: [Cl:1][C:2]1[CH:7]=[CH:6][C:5]([C:8]2[C:9](=[O:24])[NH:10][N:11]=[CH:12][C:13]=2[C:14]2[CH:19]=[CH:18][C:17]([S:20]([CH3:23])(=[O:22])=[O:21])=[CH:16][CH:15]=2)=[CH:4][CH:3]=1.I[C:26]1[CH:27]=[C:28]([C:32]([F:35])([F:34])[F:33])[CH:29]=[CH:30][CH:31]=1.N. (6) The reactants are: Cl[C:2]1[C:7]([C:8]2[CH2:13][CH2:12][N:11]([C:14]([O:16][C:17]([CH3:20])([CH3:19])[CH3:18])=[O:15])[CH2:10][CH:9]=2)=[CH:6][N:5]=[CH:4][N:3]=1.CS(C)=O.C(=O)([O-])[O-].[Cs+].[Cs+].[NH:31]1[C:35]2[CH:36]=[CH:37][CH:38]=[CH:39][C:34]=2[N:33]=[C:32]1[C:40]([C:42]1[CH:47]=[CH:46][C:45]([OH:48])=[CH:44][CH:43]=1)=[O:41]. Given the product [NH:31]1[C:35]2[CH:36]=[CH:37][CH:38]=[CH:39][C:34]=2[N:33]=[C:32]1[C:40]([C:42]1[CH:47]=[CH:46][C:45]([O:48][C:2]2[C:7]([C:8]3[CH2:13][CH2:12][N:11]([C:14]([O:16][C:17]([CH3:20])([CH3:19])[CH3:18])=[O:15])[CH2:10][CH:9]=3)=[CH:6][N:5]=[CH:4][N:3]=2)=[CH:44][CH:43]=1)=[O:41], predict the reactants needed to synthesize it. (7) Given the product [C:4]1([C:8]2[CH:13]=[CH:12][CH:11]=[CH:10][CH:9]=2)[CH:5]=[CH:6][CH:7]=[C:2]([C:26]#[C:25][C:24]([N:21]2[CH2:20][CH2:19][N:18]([C:16](=[O:17])[C:15]([CH3:30])([CH3:29])[CH3:14])[CH2:23][CH2:22]2)([CH3:28])[CH3:27])[CH:3]=1, predict the reactants needed to synthesize it. The reactants are: Br[C:2]1[CH:3]=[C:4]([C:8]2[CH:13]=[CH:12][CH:11]=[CH:10][CH:9]=2)[CH:5]=[CH:6][CH:7]=1.[CH3:14][C:15]([CH3:30])([CH3:29])[C:16]([N:18]1[CH2:23][CH2:22][N:21]([C:24]([CH3:28])([CH3:27])[C:25]#[CH:26])[CH2:20][CH2:19]1)=[O:17].C(N(CC)CC)C.